This data is from Peptide-MHC class I binding affinity with 185,985 pairs from IEDB/IMGT. The task is: Regression. Given a peptide amino acid sequence and an MHC pseudo amino acid sequence, predict their binding affinity value. This is MHC class I binding data. (1) The peptide sequence is THYSGNIVH. The MHC is HLA-B39:01 with pseudo-sequence YYSEYRNICTNTDESNLYLRYNFYTWAVLTYTWY. The binding affinity (normalized) is 0.693. (2) The peptide sequence is EELKSLFNTI. The MHC is HLA-A68:02 with pseudo-sequence HLA-A68:02. The binding affinity (normalized) is 0.346. (3) The peptide sequence is FPVRPQVPLR. The MHC is HLA-B18:01 with pseudo-sequence HLA-B18:01. The binding affinity (normalized) is 0. (4) The peptide sequence is LIPDGDGEV. The MHC is HLA-A02:50 with pseudo-sequence HLA-A02:50. The binding affinity (normalized) is 0.936.